From a dataset of Full USPTO retrosynthesis dataset with 1.9M reactions from patents (1976-2016). Predict the reactants needed to synthesize the given product. (1) The reactants are: [CH3:1][O:2]S([O-])(=O)=O.C[N+]1C=CN(C)C=1.[Sn](Cl)(Cl)(Cl)Cl.O.O.O.O.O.[OH:24][CH2:25][C:26]([C@H:28]([C@@H]([C@@H](CO)O)O)O)=[O:27].[OH-].[Na+].Cl.[C:39]([O-:44])(=[O:43])[CH:40]([CH3:42])[OH:41].[Na+].C(O)(=O)C(C)O. Given the product [C:39]([OH:44])(=[O:43])[CH:40]([CH3:42])[OH:41].[C:25]([O:2][CH3:1])(=[O:24])[CH:26]([CH3:28])[OH:27], predict the reactants needed to synthesize it. (2) Given the product [F:1][C:2]1[CH:7]=[CH:6][CH:5]=[C:4]([I:8])[C:3]=1[C:9]1[N:10]=[N:11][N:12]([CH3:14])[N:13]=1, predict the reactants needed to synthesize it. The reactants are: [F:1][C:2]1[CH:7]=[CH:6][CH:5]=[C:4]([I:8])[C:3]=1[C:9]1[NH:13][N:12]=[N:11][N:10]=1.[C:14](=O)([O-])[O-].[K+].[K+].IC. (3) The reactants are: [NH:1]1[C:5]2[CH:6]=[CH:7][CH:8]=[CH:9][C:4]=2[N:3]=[C:2]1[C:10]([C:12]1[CH:17]=[CH:16][C:15]([OH:18])=[CH:14][CH:13]=1)=[O:11].C([O-])([O-])=O.[K+].[K+].[Cl:25][C:26]1[C:31](Cl)=[N:30][CH:29]=[CH:28][N:27]=1.CC(OC)(C)C.C(Cl)Cl. Given the product [NH:1]1[C:5]2[CH:6]=[CH:7][CH:8]=[CH:9][C:4]=2[N:3]=[C:2]1[C:10]([C:12]1[CH:17]=[CH:16][C:15]([O:18][C:31]2[C:26]([Cl:25])=[N:27][CH:28]=[CH:29][N:30]=2)=[CH:14][CH:13]=1)=[O:11], predict the reactants needed to synthesize it. (4) Given the product [C:1]1([N:7]2[C:12](=[O:13])[N:11]([CH2:14][CH2:15][CH2:16][CH3:17])[C:10](=[O:18])[C:23]([C:22]([OH:25])=[O:24])=[N:8]2)[CH:2]=[CH:3][CH:4]=[CH:5][CH:6]=1, predict the reactants needed to synthesize it. The reactants are: [C:1]1([N:7]2[C:12](=[O:13])[N:11]([CH2:14][CH2:15][CH2:16][CH3:17])[C:10](=[O:18])C(C#N)=[N:8]2)[CH:6]=[CH:5][CH:4]=[CH:3][CH:2]=1.Cl.[C:22]([OH:25])(=[O:24])[CH3:23]. (5) Given the product [Cl:17][C:18]1[CH:19]=[N:20][N:21]([CH2:23][C:24]2[CH:30]=[CH:29][C:27]([NH:28][C:2]3[CH:7]=[C:6]([CH2:8][CH3:9])[N:5]=[C:4]([C:10]4[CH:15]=[CH:14][CH:13]=[C:12]([Cl:16])[CH:11]=4)[N:3]=3)=[CH:26][CH:25]=2)[CH:22]=1, predict the reactants needed to synthesize it. The reactants are: Cl[C:2]1[CH:7]=[C:6]([CH2:8][CH3:9])[N:5]=[C:4]([C:10]2[CH:15]=[CH:14][CH:13]=[C:12]([Cl:16])[CH:11]=2)[N:3]=1.[Cl:17][C:18]1[CH:19]=[N:20][N:21]([CH2:23][C:24]2[CH:30]=[CH:29][C:27]([NH2:28])=[CH:26][CH:25]=2)[CH:22]=1.